Task: Regression/Classification. Given a drug SMILES string, predict its absorption, distribution, metabolism, or excretion properties. Task type varies by dataset: regression for continuous measurements (e.g., permeability, clearance, half-life) or binary classification for categorical outcomes (e.g., BBB penetration, CYP inhibition). Dataset: pampa_ncats.. Dataset: PAMPA (Parallel Artificial Membrane Permeability Assay) permeability data from NCATS (1) The drug is CN(C)S(=O)(=O)C1=CC=CC(=C1)NC(=O)C2=CC=CN2. The result is 1 (high permeability). (2) The drug is C1COC2=C(C=C(C=C2)C3=NC(=NC=C3)N4CCC(CC4)C(=O)N)OC1. The result is 1 (high permeability). (3) The compound is C1COCCN1CC2=CC=C(C=C2)C3=CC(=C(S3)C(=O)N)NC(=O)N. The result is 1 (high permeability). (4) The drug is C1=CC(=C(C(=C1)Cl)C2=C3C=CC(=NN3C=NC2=O)SC4=C(C=C(C=C4)F)F)Cl. The result is 1 (high permeability). (5) The drug is C1=CC=C2C(=C1)C(=C(N2)O)C\3=NC4=CC=CC=C4/C3=N\OCCC(CO)O. The result is 1 (high permeability). (6) The compound is CC(C)NC(=O)C1=NC(=C2N1C=CC=C2)C3=CN=C(C=C3)Cl. The result is 1 (high permeability). (7) The compound is COC1=CC=C(C=C1)N2C(=O)NC(=N2)C3CCN(CC3)C(=O)CC4=CC=C(C=C4)F. The result is 1 (high permeability). (8) The drug is C1=CC=C2C(=C1)C(=NC(=N2)C3=CC=NC=C3)NC4=CC(=C(C=C4)C5=CC(=CC=C5)C(F)(F)F)F. The result is 1 (high permeability).